From a dataset of Full USPTO retrosynthesis dataset with 1.9M reactions from patents (1976-2016). Predict the reactants needed to synthesize the given product. (1) Given the product [CH3:29][C:28]1[CH:27]=[CH:26][CH:25]=[C:24]([CH3:30])[C:23]=1[N:17]1[C:16](=[O:31])[C:15]2[C:19](=[CH:20][CH:21]=[C:13]([NH:12][C:2]3[N:11]=[C:10]([C:4]4[CH:9]=[CH:8][CH:7]=[CH:6][CH:5]=4)[C:9]4[C:4](=[CH:5][CH:6]=[CH:7][CH:8]=4)[N:3]=3)[CH:14]=2)[C:18]1=[O:22], predict the reactants needed to synthesize it. The reactants are: Cl[C:2]1[N:11]=[CH:10][C:9]2[C:4](=[CH:5][CH:6]=[CH:7][CH:8]=2)[N:3]=1.[NH2:12][C:13]1[CH:14]=[C:15]2[C:19](=[CH:20][CH:21]=1)[C:18](=[O:22])[N:17]([C:23]1[C:28]([CH3:29])=[CH:27][CH:26]=[CH:25][C:24]=1[CH3:30])[C:16]2=[O:31]. (2) Given the product [Cl:1][C:2]1[CH:3]=[N:4][C:5]([N:11]2[CH2:15][CH2:14][CH:13]([C:16]3[CH:21]=[CH:20][CH:19]=[CH:18][CH:17]=3)[CH2:12]2)=[C:6]([CH:10]=1)[C:7]([NH:23][C:24]1([C:27]2[CH:36]=[CH:35][C:30]([C:31]([O:33][CH3:34])=[O:32])=[CH:29][CH:28]=2)[CH2:26][CH2:25]1)=[O:9], predict the reactants needed to synthesize it. The reactants are: [Cl:1][C:2]1[CH:3]=[N:4][C:5]([N:11]2[CH2:15][CH2:14][CH:13]([C:16]3[CH:21]=[CH:20][CH:19]=[CH:18][CH:17]=3)[CH2:12]2)=[C:6]([CH:10]=1)[C:7]([OH:9])=O.Cl.[NH2:23][C:24]1([C:27]2[CH:36]=[CH:35][C:30]([C:31]([O:33][CH3:34])=[O:32])=[CH:29][CH:28]=2)[CH2:26][CH2:25]1. (3) Given the product [C:1]12([CH2:9][CH:8]([NH:10][C:11]([NH:34][CH2:32][C:29]3[CH:28]=[N:27][CH:26]=[CH:31][CH:30]=3)=[O:19])[C:7]3[CH:20]=[CH:21][CH:22]=[CH:23][C:6]=3[O:5]1)[CH2:2][CH2:3][CH2:4]2, predict the reactants needed to synthesize it. The reactants are: [C:1]12([CH2:9][CH:8]([NH:10][C:11](=[O:19])OC3C=CC=CC=3)[C:7]3[CH:20]=[CH:21][CH:22]=[CH:23][C:6]=3[O:5]1)[CH2:4][CH2:3][CH2:2]2.NC[C:26]1[CH:31]=[CH:30][CH:29]=[CH:28][N:27]=1.[CH2:32]([N:34](CC)CC)C.O.